This data is from Forward reaction prediction with 1.9M reactions from USPTO patents (1976-2016). The task is: Predict the product of the given reaction. (1) The product is: [CH3:1][N:2]1[CH2:7][CH2:6][CH:5]([NH:16][CH2:15][C:11]2[N:10]([CH3:9])[CH:14]=[CH:13][CH:12]=2)[CH2:4][CH2:3]1. Given the reactants [CH3:1][N:2]1[CH2:7][CH2:6][C:5](=O)[CH2:4][CH2:3]1.[CH3:9][N:10]1[CH:14]=[CH:13][CH:12]=[C:11]1[CH2:15][NH2:16], predict the reaction product. (2) Given the reactants [Cl:1][C:2]1[C:11](B(O)O)=[CH:10][C:9]2[C:4](=[CH:5][CH:6]=[CH:7][C:8]=2[Cl:15])[N:3]=1.[F:16][C:17]1[CH:22]=[CH:21][CH:20]=[C:19](I)[CH:18]=1.C([O-])([O-])=O.[Na+].[Na+].CC#N, predict the reaction product. The product is: [Cl:1][C:2]1[C:11]([C:19]2[CH:20]=[CH:21][CH:22]=[C:17]([F:16])[CH:18]=2)=[CH:10][C:9]2[C:4](=[CH:5][CH:6]=[CH:7][C:8]=2[Cl:15])[N:3]=1. (3) Given the reactants [Br:1][C:2]1[CH:11]=[CH:10][C:5]([C:6]([O:8]C)=O)=[C:4]([CH2:12]Br)[CH:3]=1.[C:14]1([CH2:20][CH2:21][CH2:22][NH2:23])[CH:19]=[CH:18][CH:17]=[CH:16][CH:15]=1.C(=O)([O-])[O-].[K+].[K+], predict the reaction product. The product is: [Br:1][C:2]1[CH:3]=[C:4]2[C:5](=[CH:10][CH:11]=1)[C:6](=[O:8])[N:23]([CH2:22][CH2:21][CH2:20][C:14]1[CH:19]=[CH:18][CH:17]=[CH:16][CH:15]=1)[CH2:12]2. (4) Given the reactants Cl.[NH:2]1[CH2:6][CH2:5][C@@H:4]([CH2:7][C:8]2[N:9]([C:14]3[CH:19]=[CH:18][C:17]([C:20]4[CH:29]=[C:28]5[C:23]([CH:24]=[CH:25][CH:26]=[N:27]5)=[CH:22][CH:21]=4)=[CH:16][CH:15]=3)[C:10](=[O:13])[NH:11][N:12]=2)[CH2:3]1.C(N(CC)C(C)C)(C)C.[N:39]1([C:45](Cl)=[O:46])[CH2:44][CH2:43][O:42][CH2:41][CH2:40]1, predict the reaction product. The product is: [N:39]1([C:45]([N:2]2[CH2:6][CH2:5][C@@H:4]([CH2:7][C:8]3[N:9]([C:14]4[CH:15]=[CH:16][C:17]([C:20]5[CH:29]=[C:28]6[C:23]([CH:24]=[CH:25][CH:26]=[N:27]6)=[CH:22][CH:21]=5)=[CH:18][CH:19]=4)[C:10](=[O:13])[NH:11][N:12]=3)[CH2:3]2)=[O:46])[CH2:44][CH2:43][O:42][CH2:41][CH2:40]1. (5) Given the reactants Cl[C:2]1[C:3]2[N:4]([CH:14]=[N:15][C:16]=2[C:17]([F:20])([F:19])[F:18])[C:5]2[C:10]([N:11]=1)=[CH:9][CH:8]=[C:7]([O:12][CH3:13])[N:6]=2.[CH3:21][Al](C)C.Cl.[OH-].[Na+], predict the reaction product. The product is: [CH3:13][O:12][C:7]1[N:6]=[C:5]2[C:10]([N:11]=[C:2]([CH3:21])[C:3]3[N:4]2[CH:14]=[N:15][C:16]=3[C:17]([F:20])([F:19])[F:18])=[CH:9][CH:8]=1. (6) Given the reactants Br[C:2]([CH3:8])([CH3:7])[C:3]([O:5][CH3:6])=[O:4].O.Cl.[NH:11]1[CH2:16][CH2:15][C:14](=[O:17])[CH2:13][CH2:12]1.C(#N)C.C(=O)([O-])[O-].[K+].[K+], predict the reaction product. The product is: [CH3:7][C:2]([N:11]1[CH2:16][CH2:15][C:14](=[O:17])[CH2:13][CH2:12]1)([CH3:8])[C:3]([O:5][CH3:6])=[O:4]. (7) Given the reactants [NH2:1][C:2]1[CH:11]=[C:10]2[C:5]([CH:6]=[CH:7][CH:8]=[N:9]2)=[CH:4][CH:3]=1.[CH:12]1[C:24]2[CH2:23][C:22]3[C:17](=[CH:18][CH:19]=[CH:20][CH:21]=3)[C:16]=2[CH:15]=[CH:14][C:13]=1[C:25](O)=[O:26], predict the reaction product. The product is: [N:9]1[C:10]2[C:5](=[CH:4][CH:3]=[C:2]([NH:1][C:25]([C:13]3[CH:14]=[CH:15][C:16]4[C:17]5[C:22](=[CH:21][CH:20]=[CH:19][CH:18]=5)[CH2:23][C:24]=4[CH:12]=3)=[O:26])[CH:11]=2)[CH:6]=[CH:7][CH:8]=1.